From a dataset of Forward reaction prediction with 1.9M reactions from USPTO patents (1976-2016). Predict the product of the given reaction. (1) Given the reactants C([O:5][C:6](=[O:34])[CH2:7][N:8]1[C:16]2[C:11](=[CH:12][CH:13]=[C:14]([O:17][CH2:18][C:19]3[S:23][C:22]([C:24]4[CH:29]=[CH:28][C:27]([C:30]([F:33])([F:32])[F:31])=[CH:26][CH:25]=4)=[N:21][CH:20]=3)[CH:15]=2)[CH:10]=[CH:9]1)(C)(C)C.[OH-].[Na+], predict the reaction product. The product is: [F:33][C:30]([F:31])([F:32])[C:27]1[CH:28]=[CH:29][C:24]([C:22]2[S:23][C:19]([CH2:18][O:17][C:14]3[CH:15]=[C:16]4[C:11]([CH:10]=[CH:9][N:8]4[CH2:7][C:6]([OH:34])=[O:5])=[CH:12][CH:13]=3)=[CH:20][N:21]=2)=[CH:25][CH:26]=1. (2) The product is: [CH:1]1[CH:2]=[CH:3][C:4]2[S:9][N:8]=[C:7]([N:10]3[CH2:11][CH2:12][N:13]([CH2:16][CH2:17][C:18]4[CH:19]=[C:20]5[CH2:28][C:26](=[O:27])[NH:25][C:21]5=[CH:22][C:23]=4[Cl:24])[CH2:14][CH2:15]3)[C:5]=2[CH:6]=1.[ClH:29]. Given the reactants [CH:1]1[CH:2]=[CH:3][C:4]2[S:9][N:8]=[C:7]([N:10]3[CH2:15][CH2:14][N:13]([CH2:16][CH2:17][C:18]4[CH:19]=[C:20]5[CH2:28][C:26](=[O:27])[NH:25][C:21]5=[CH:22][C:23]=4[Cl:24])[CH2:12][CH2:11]3)[C:5]=2[CH:6]=1.[ClH:29].O1CCCC1.C(O)(=O)/C=C\C(O)=O, predict the reaction product. (3) The product is: [F:19][C@@H:20]1[CH2:24][CH2:23][N:22]([CH:15]2[CH2:16][CH2:17][N:12]([C:5]3[CH:6]=[CH:7][C:8]([N+:9]([O-:11])=[O:10])=[C:3]([O:2][CH3:1])[CH:4]=3)[CH2:13][CH2:14]2)[CH2:21]1. Given the reactants [CH3:1][O:2][C:3]1[CH:4]=[C:5]([N:12]2[CH2:17][CH2:16][C:15](=O)[CH2:14][CH2:13]2)[CH:6]=[CH:7][C:8]=1[N+:9]([O-:11])=[O:10].[F:19][C@@H:20]1[CH2:24][CH2:23][NH:22][CH2:21]1, predict the reaction product. (4) Given the reactants [F:1][C:2]1[CH:10]=[C:9]([O:11][C:12]([F:15])([F:14])[F:13])[CH:8]=[CH:7][C:3]=1[C:4](O)=[O:5].S(Cl)([Cl:18])=O.CN(C)C=O, predict the reaction product. The product is: [F:1][C:2]1[CH:10]=[C:9]([O:11][C:12]([F:15])([F:14])[F:13])[CH:8]=[CH:7][C:3]=1[C:4]([Cl:18])=[O:5]. (5) Given the reactants [N:1]1([C:7]([C@@H:9]([NH:12]C(=O)OC(C)(C)C)[CH2:10][CH3:11])=[O:8])[CH2:6][CH2:5][O:4][CH2:3][CH2:2]1.[ClH:20], predict the reaction product. The product is: [ClH:20].[NH2:12][C@@H:9]([CH2:10][CH3:11])[C:7]([N:1]1[CH2:2][CH2:3][O:4][CH2:5][CH2:6]1)=[O:8]. (6) Given the reactants [NH2:1][C:2]1[N:7]=[C:6](Cl)[CH:5]=[C:4]([Cl:9])[N:3]=1.[CH3:10][C:11]1[C:16]([CH3:17])=[CH:15][CH:14]=[CH:13][C:12]=1B(O)O.C([O-])([O-])=O.[K+].[K+], predict the reaction product. The product is: [Cl:9][C:4]1[CH:5]=[C:6]([C:12]2[CH:13]=[CH:14][CH:15]=[C:16]([CH3:17])[C:11]=2[CH3:10])[N:7]=[C:2]([NH2:1])[N:3]=1. (7) Given the reactants [N:1]1[CH:6]=[CH:5][C:4]([NH:7][C:8]2[C:16]3[C:11](=[CH:12][CH:13]=[CH:14][CH:15]=3)[NH:10][C:9]=2[C:17]([OH:19])=[O:18])=[CH:3][CH:2]=1.C([O-])([O-])=O.[Cs+].[Cs+].Cl[CH2:27][C:28]([N:30]([CH2:33][CH3:34])[CH2:31][CH3:32])=[O:29].CCOC(C)=O, predict the reaction product. The product is: [CH2:31]([N:30]([CH2:33][CH3:34])[C:28]([CH2:27][O:18][C:17]([C:9]1[NH:10][C:11]2[C:16]([C:8]=1[NH:7][C:4]1[CH:5]=[CH:6][N:1]=[CH:2][CH:3]=1)=[CH:15][CH:14]=[CH:13][CH:12]=2)=[O:19])=[O:29])[CH3:32]. (8) The product is: [O:6]([C:13]1[S:17][C:16]([CH2:18][OH:19])=[CH:15][CH:14]=1)[C:7]1[CH:8]=[CH:9][CH:10]=[CH:11][CH:12]=1. Given the reactants C1COCC1.[O:6]([C:13]1[S:17][C:16]([CH:18]=[O:19])=[CH:15][CH:14]=1)[C:7]1[CH:12]=[CH:11][CH:10]=[CH:9][CH:8]=1.[H-].[H-].[H-].[H-].[Li+].[Al+3], predict the reaction product. (9) Given the reactants [Cl:1][C:2]1[CH:3]=[C:4]([C@@H:8]2[C@@H:13]([C:14]3[CH:19]=[CH:18][C:17]([Cl:20])=[CH:16][CH:15]=3)[NH:12][C:11](=[O:21])[CH2:10][CH2:9]2)[CH:5]=[CH:6][CH:7]=1.[H-].[Na+].Br[CH:25]([CH2:31][CH3:32])[C:26]([O:28][CH2:29][CH3:30])=[O:27].[NH4+].[Cl-], predict the reaction product. The product is: [Cl:1][C:2]1[CH:3]=[C:4]([C@H:8]2[CH2:9][CH2:10][C:11](=[O:21])[N:12]([C@@H:25]([CH2:31][CH3:32])[C:26]([O:28][CH2:29][CH3:30])=[O:27])[C@@H:13]2[C:14]2[CH:15]=[CH:16][C:17]([Cl:20])=[CH:18][CH:19]=2)[CH:5]=[CH:6][CH:7]=1.